This data is from Full USPTO retrosynthesis dataset with 1.9M reactions from patents (1976-2016). The task is: Predict the reactants needed to synthesize the given product. (1) Given the product [C:13]([O:16][N:17]([S:7]([C:3]1[S:4][CH:5]=[CH:6][C:2]=1[Br:1])(=[O:9])=[O:8])[C:18](=[O:19])[O:20][C:21]([CH3:24])([CH3:23])[CH3:22])(=[O:15])[CH3:14], predict the reactants needed to synthesize it. The reactants are: [Br:1][C:2]1[CH:6]=[CH:5][S:4][C:3]=1[S:7](Cl)(=[O:9])=[O:8].[H-].[Na+].[C:13]([O:16][NH:17][C:18]([O:20][C:21]([CH3:24])([CH3:23])[CH3:22])=[O:19])(=[O:15])[CH3:14]. (2) Given the product [C:36]([O:35][C:33]([N:30]1[CH2:31][CH2:32][CH:27]([NH:23][C:11]2[C:12]([O:14][C:15]3[CH:20]=[CH:19][C:18]([O:21][CH3:22])=[CH:17][CH:16]=3)=[N:13][C:8]([O:7][C:6]3[CH:24]=[CH:25][C:3]([O:2][CH3:1])=[CH:4][CH:5]=3)=[N:9][CH:10]=2)[CH2:28][CH2:29]1)=[O:34])([CH3:39])([CH3:37])[CH3:38], predict the reactants needed to synthesize it. The reactants are: [CH3:1][O:2][C:3]1[CH:25]=[CH:24][C:6]([O:7][C:8]2[N:13]=[C:12]([O:14][C:15]3[CH:20]=[CH:19][C:18]([O:21][CH3:22])=[CH:17][CH:16]=3)[C:11]([NH2:23])=[CH:10][N:9]=2)=[CH:5][CH:4]=1.O=[C:27]1[CH2:32][CH2:31][N:30]([C:33]([O:35][C:36]([CH3:39])([CH3:38])[CH3:37])=[O:34])[CH2:29][CH2:28]1.[BH-](OC(C)=O)(OC(C)=O)OC(C)=O.[Na+]. (3) Given the product [C:10]([CH2:9][O:8][C:7]1[CH:13]=[C:14]([S:17]([NH:29][C:26]2[CH:27]=[CH:28][C:23]([O:22][CH3:21])=[CH:24][CH:25]=2)(=[O:19])=[O:18])[CH:15]=[CH:16][C:6]=1[O:5][CH2:4][C:1]([NH2:2])=[O:3])(=[O:11])[NH2:12], predict the reactants needed to synthesize it. The reactants are: [C:1]([CH2:4][O:5][C:6]1[CH:16]=[CH:15][C:14]([S:17](Cl)(=[O:19])=[O:18])=[CH:13][C:7]=1[O:8][CH2:9][C:10]([NH2:12])=[O:11])(=[O:3])[NH2:2].[CH3:21][O:22][C:23]1[CH:28]=[CH:27][C:26]([NH2:29])=[CH:25][CH:24]=1. (4) Given the product [O:17]=[C:16]1[C:11]2[CH2:12][CH2:13][CH2:14][CH2:15][C:10]=2[C:15]2[CH:14]=[CH:13][C:12]([N:18]3[C:16](=[O:17])[C:11]4[C:10](=[CH:15][CH:14]=[CH:13][CH:12]=4)[C:19]3=[O:22])=[CH:11][C:10]=2[NH:18]1, predict the reactants needed to synthesize it. The reactants are: Cl(O)(=O)(=O)=O.O1[C:10]2([CH2:15][CH2:14][CH2:13][CH2:12][CH:11]2[C:16]([NH2:18])=[O:17])OCC1.[C:19](=[O:22])([O-])O.[Na+]. (5) Given the product [Cl:37][C:34]1[CH:35]=[CH:36][C:31]([CH2:30][N:26]([CH:27]2[CH2:29][CH2:28]2)[C:25]([C@H:23]2[CH2:22][C@@H:21]([NH:45][C:46](=[O:50])[CH:47]([CH3:49])[CH3:48])[CH2:20][NH:19][CH2:24]2)=[O:44])=[CH:32][C:33]=1[O:38][CH2:39][CH2:40][CH2:41][O:42][CH3:43], predict the reactants needed to synthesize it. The reactants are: Cl.C1C2C(COC([N:19]3[CH2:24][C@@H:23]([C:25](=[O:44])[N:26]([CH2:30][C:31]4[CH:36]=[CH:35][C:34]([Cl:37])=[C:33]([O:38][CH2:39][CH2:40][CH2:41][O:42][CH3:43])[CH:32]=4)[CH:27]4[CH2:29][CH2:28]4)[CH2:22][C@@H:21]([NH2:45])[CH2:20]3)=O)C3C(=CC=CC=3)C=2C=CC=1.[C:46](Cl)(=[O:50])[CH:47]([CH3:49])[CH3:48]. (6) Given the product [Cl:1][C:2]1[CH:3]=[CH:4][C:5]([C:8]2[CH:9]=[CH:10][C:11]([CH3:22])=[C:12]([C:14]3[C:15](=[O:21])[CH:16]([CH2:35][C:34]#[CH:33])[CH2:17][C:18]=3[O:19][CH3:20])[CH:13]=2)=[CH:6][CH:7]=1, predict the reactants needed to synthesize it. The reactants are: [Cl:1][C:2]1[CH:7]=[CH:6][C:5]([C:8]2[CH:9]=[CH:10][C:11]([CH3:22])=[C:12]([C:14]3[C:15](=[O:21])[CH2:16][CH2:17][C:18]=3[O:19][CH3:20])[CH:13]=2)=[CH:4][CH:3]=1.C[Si]([N-][Si](C)(C)C)(C)C.[K+].[CH2:33](Br)[C:34]#[CH:35]. (7) The reactants are: [N:1]([CH2:4][C:5]([O:7]CC)=[O:6])=[C:2]=[O:3].Cl.O1CCOCC1.[CH3:17][C:18]1([OH:23])[CH2:22][CH2:21][CH2:20][CH2:19]1.[OH-].[Na+]. Given the product [CH3:17][C:18]1([O:23][C:2]([NH:1][CH2:4][C:5]([OH:7])=[O:6])=[O:3])[CH2:22][CH2:21][CH2:20][CH2:19]1, predict the reactants needed to synthesize it.